Dataset: Full USPTO retrosynthesis dataset with 1.9M reactions from patents (1976-2016). Task: Predict the reactants needed to synthesize the given product. (1) Given the product [CH3:29][O:28][C:25]1[CH:24]=[CH:23][C:22]([CH2:21][N:17]2[C:18]3[N:19]=[CH:20][C:11]([CH:6]([N:52]4[CH2:51][CH2:50][O:36][CH2:54][CH2:53]4)[C:7]([F:9])([F:10])[F:8])=[CH:12][C:13]=3[C:14]3=[N:33][CH:32]=[N:31][N:15]3[C:16]2=[O:30])=[CH:27][CH:26]=1, predict the reactants needed to synthesize it. The reactants are: CS(O[CH:6]([C:11]1[CH:20]=[N:19][C:18]2[N:17]([CH2:21][C:22]3[CH:27]=[CH:26][C:25]([O:28][CH3:29])=[CH:24][CH:23]=3)[C:16](=[O:30])[N:15]3[N:31]=[CH:32][N:33]=[C:14]3[C:13]=2[CH:12]=1)[C:7]([F:10])([F:9])[F:8])(=O)=O.CS(Cl)(=O)=[O:36].COC1C=CC(CN2[C:51]3[N:52]=[CH:53][C:54](C(O)C(F)(F)F)=C[C:50]=3C3=NC=NN3C2=O)=CC=1. (2) Given the product [NH2:1][C@H:2]([C:8]([O-:10])=[O:9])[CH2:3][CH2:4][C:5]([OH:7])=[O:6].[Na+:11].[NH2:12][C@H:13]([C:18]([O-:20])=[O:19])[CH2:14][C:15]([OH:17])=[O:16].[Na+:11], predict the reactants needed to synthesize it. The reactants are: [NH2:1][C@H:2]([C:8]([O-:10])=[O:9])[CH2:3][CH2:4][C:5]([OH:7])=[O:6].[Na+:11].[NH2:12][C@H:13]([C:18]([O-:20])=[O:19])[CH2:14][C:15]([OH:17])=[O:16].[Na+].[OH-].[Al+3].[OH-].[OH-].